This data is from Reaction yield outcomes from USPTO patents with 853,638 reactions. The task is: Predict the reaction yield, written as a fraction of the theoretical maximum amount of product (1.0 means a 100% yield; for example, 0.34 means a 34% yield). (1) The reactants are [C@@H:1]1([NH:10][C:11]2[N:16]=[CH:15][N:14]=[C:13]([NH:17][C@@H:18]3[CH2:22][C@H:21]([CH2:23][O:24][S:25]([NH:28]C(=O)OC(C)(C)C)(=[O:27])=[O:26])[C@@H:20]([OH:36])[CH2:19]3)[CH:12]=2)[C:9]2[C:4](=[CH:5][CH:6]=[CH:7][CH:8]=2)[CH2:3][CH2:2]1.FC(F)(F)C(O)=O. The catalyst is C(Cl)Cl. The product is [S:25](=[O:27])(=[O:26])([O:24][CH2:23][C@H:21]1[CH2:22][C@@H:18]([NH:17][C:13]2[CH:12]=[C:11]([NH:10][C@@H:1]3[C:9]4[C:4](=[CH:5][CH:6]=[CH:7][CH:8]=4)[CH2:3][CH2:2]3)[N:16]=[CH:15][N:14]=2)[CH2:19][C@@H:20]1[OH:36])[NH2:28]. The yield is 0.300. (2) The reactants are [CH3:1][CH:2]1[CH:6]([CH3:7])[O:5][C:4]2([CH2:12][CH2:11][CH:10]([N:13]3[C:18](=[O:19])[C:17]([CH2:20][C:21]4[CH:26]=[CH:25][C:24]([C:27]5[C:28]([C:34]#[N:35])=[CH:29][C:30]([F:33])=[CH:31][CH:32]=5)=[CH:23][CH:22]=4)=[C:16]([CH2:36][CH2:37][CH3:38])[N:15]4[N:39]=[C:40]([CH3:42])[N:41]=[C:14]34)[CH2:9][CH2:8]2)[O:3]1.[C:43]([BH3-])#N.[Na+].CC(OI1(OC(C)=O)(OC(C)=O)OC(=O)C2C1=CC=CC=2)=O.C(=O)([O-])O.[Na+].S([O-])([O-])(=O)=S.[Na+].[Na+].C[Mg]Br.[Cl-].[NH4+]. The catalyst is C(OCC)(=O)C.C(#N)C.O1CCCC1. The product is [F:33][C:30]1[CH:29]=[C:28]([C:34]#[N:35])[C:27]([C:24]2[CH:25]=[CH:26][C:21]([CH2:20][C:17]3[C:18](=[O:19])[N:13]([C@H:10]4[CH2:11][CH2:12][C@H:4]([O:5][CH:6]([CH3:7])[C:2]([OH:3])([CH3:1])[CH3:43])[CH2:8][CH2:9]4)[C:14]4[N:15]([N:39]=[C:40]([CH3:42])[N:41]=4)[C:16]=3[CH2:36][CH2:37][CH3:38])=[CH:22][CH:23]=2)=[CH:32][CH:31]=1. The yield is 0.180. (3) The reactants are Cl[S:2]([C:5]1[CH:13]=[CH:12][C:8]([C:9]([OH:11])=[O:10])=[CH:7][CH:6]=1)(=[O:4])=[O:3].[CH:14]1([NH2:17])[CH2:16][CH2:15]1. The catalyst is ClCCl. The product is [CH:14]1([NH:17][S:2]([C:5]2[CH:13]=[CH:12][C:8]([C:9]([OH:11])=[O:10])=[CH:7][CH:6]=2)(=[O:4])=[O:3])[CH2:16][CH2:15]1. The yield is 0.920. (4) The reactants are [Br:1][C:2]1[CH:8]=[C:7]([C:9]([F:12])([F:11])[F:10])[C:5]([NH2:6])=[C:4]([CH3:13])[CH:3]=1.C([O-])(=O)C.[K+].[N:19](OCCC(C)C)=O. The catalyst is C1(C)C=CC=CC=1.C(O)(=O)C.O. The product is [Br:1][C:2]1[CH:3]=[C:4]2[C:5](=[C:7]([C:9]([F:10])([F:11])[F:12])[CH:8]=1)[NH:6][N:19]=[CH:13]2. The yield is 0.520. (5) The reactants are [H-].[Na+].[CH:3]1[C:15]2[NH:14][C:13]3[C:8](=[CH:9][CH:10]=[CH:11][CH:12]=3)[C:7]=2[CH:6]=[CH:5][CH:4]=1.[H][H].Cl.[CH2:19]([N:21]([CH2:25][CH3:26])[CH2:22][CH2:23]Cl)[CH3:20]. The catalyst is CN(C=O)C.O. The product is [CH2:19]([N:21]([CH2:25][CH3:26])[CH2:22][CH2:23][N:14]1[C:13]2[CH:12]=[CH:11][CH:10]=[CH:9][C:8]=2[C:7]2[C:15]1=[CH:3][CH:4]=[CH:5][CH:6]=2)[CH3:20]. The yield is 0.930. (6) The product is [CH2:20]([C:17]1[CH:18]=[CH:19][C:13]2[O:12][C:11]([C:8]3[CH:9]=[CH:10][C:5]([CH2:4][OH:3])=[CH:6][C:7]=3[C:27]#[N:28])=[CH:15][C:14]=2[CH:16]=1)[C:21]1[CH:26]=[CH:25][CH:24]=[CH:23][CH:22]=1. The catalyst is C(O)C. The reactants are C([O:3][C:4](=O)[C:5]1[CH:10]=[CH:9][C:8]([C:11]2[O:12][C:13]3[CH:19]=[CH:18][C:17]([CH2:20][C:21]4[CH:26]=[CH:25][CH:24]=[CH:23][CH:22]=4)=[CH:16][C:14]=3[CH:15]=2)=[C:7]([C:27]#[N:28])[CH:6]=1)C.[BH4-].[Na+].[Cl-].[Ca+2].[Cl-].O. The yield is 0.750. (7) The reactants are [CH2:1]([S:8][CH:9]([CH:38](OC)[O:39]C)[CH2:10][NH:11][C:12]([C:14]1[NH:15][C:16]2[C:21]([CH:22]=1)=[CH:20][C:19]([O:23][CH2:24][CH2:25][O:26][CH3:27])=[CH:18][C:17]=2[NH:28][S:29]([C:32]1[CH:37]=[CH:36][CH:35]=[CH:34][N:33]=1)(=[O:31])=[O:30])=[O:13])[C:2]1[CH:7]=[CH:6][CH:5]=[CH:4][CH:3]=1.CC(C)=O. The catalyst is O. The product is [CH2:1]([S:8][CH:9]([CH:38]=[O:39])[CH2:10][NH:11][C:12]([C:14]1[NH:15][C:16]2[C:21]([CH:22]=1)=[CH:20][C:19]([O:23][CH2:24][CH2:25][O:26][CH3:27])=[CH:18][C:17]=2[NH:28][S:29]([C:32]1[CH:37]=[CH:36][CH:35]=[CH:34][N:33]=1)(=[O:30])=[O:31])=[O:13])[C:2]1[CH:7]=[CH:6][CH:5]=[CH:4][CH:3]=1. The yield is 0.750. (8) The reactants are [CH2:1]([N:3]1[CH2:9][CH2:8][CH2:7][NH:6][CH2:5][CH2:4]1)[CH3:2].Cl[C:11]1[N:12]=[CH:13][C:14]([C:17]([NH:19][C:20]2[NH:21][N:22]=[C:23]([CH2:25][CH2:26][C:27]3[CH:32]=[C:31]([O:33][CH3:34])[CH:30]=[C:29]([O:35][CH3:36])[CH:28]=3)[CH:24]=2)=[O:18])=[N:15][CH:16]=1. The catalyst is CS(C)=O.CO. The product is [CH3:36][O:35][C:29]1[CH:28]=[C:27]([CH2:26][CH2:25][C:23]2[CH:24]=[C:20]([NH:19][C:17]([C:14]3[CH:13]=[N:12][C:11]([N:6]4[CH2:7][CH2:8][CH2:9][N:3]([CH2:1][CH3:2])[CH2:4][CH2:5]4)=[CH:16][N:15]=3)=[O:18])[NH:21][N:22]=2)[CH:32]=[C:31]([O:33][CH3:34])[CH:30]=1. The yield is 0.590.